From a dataset of Catalyst prediction with 721,799 reactions and 888 catalyst types from USPTO. Predict which catalyst facilitates the given reaction. (1) Reactant: [CH3:1][C:2]1[C:6]([C:7]2[C:16]3[O:15][CH2:14][CH:13]([C:17]4[C:18]([C:23]([OH:25])=O)=[N:19][CH:20]=[CH:21][CH:22]=4)[N:12]4[C:26](=[O:28])[NH:27][C:10]([C:11]=34)=[CH:9][CH:8]=2)=[C:5]([CH3:29])[O:4][N:3]=1.[Cl-].C[NH3+].[CH:33]([N:36](CC)C(C)C)(C)C.F[P-](F)(F)(F)(F)F.N1(O[P+](N(C)C)(N(C)C)N(C)C)C2C=CC=CC=2N=N1. Product: [CH3:1][C:2]1[C:6]([C:7]2[C:16]3[O:15][CH2:14][CH:13]([C:17]4[C:18]([C:23]([NH:36][CH3:33])=[O:25])=[N:19][CH:20]=[CH:21][CH:22]=4)[N:12]4[C:26](=[O:28])[NH:27][C:10]([C:11]=34)=[CH:9][CH:8]=2)=[C:5]([CH3:29])[O:4][N:3]=1. The catalyst class is: 9. (2) Reactant: [NH2:1][C:2]1[CH:3]=[C:4]([CH:7]=[CH:8][N:9]=1)[C:5]#[N:6].[Br:10][C:11]1[CH:19]=[CH:18][C:14]([C:15](Cl)=[O:16])=[CH:13][CH:12]=1. Product: [Br:10][C:11]1[CH:19]=[CH:18][C:14]([C:15]([NH:1][C:2]2[CH:3]=[C:4]([C:5]#[N:6])[CH:7]=[CH:8][N:9]=2)=[O:16])=[CH:13][CH:12]=1. The catalyst class is: 298. (3) Reactant: C(=O)([O-])[O-].[K+].[K+].F[C:8]1[CH:15]=[CH:14][C:13]([CH:16]=[O:17])=[CH:12][C:9]=1[C:10]#[N:11].[F:18][C:19]([F:28])([F:27])[C:20]1[CH:21]=[C:22]([OH:26])[CH:23]=[CH:24][CH:25]=1. Product: [CH:16]([C:13]1[CH:14]=[CH:15][C:8]([O:26][C:22]2[CH:23]=[CH:24][CH:25]=[C:20]([C:19]([F:18])([F:27])[F:28])[CH:21]=2)=[C:9]([CH:12]=1)[C:10]#[N:11])=[O:17]. The catalyst class is: 3. (4) Reactant: [NH:1]1[C:5]2[CH:6]=[CH:7][CH:8]=[CH:9][C:4]=2[N:3]=[C:2]1[CH2:10][NH:11][C:12]([NH2:14])=[S:13].[O-]CC.[Na+].[C:19]([CH2:21][C:22](OCC)=[O:23])#[N:20].S(=O)(=O)(O)O. Product: [NH2:20][C:19]1[N:11]([CH2:10][C:2]2[NH:3][C:4]3[CH:9]=[CH:8][CH:7]=[CH:6][C:5]=3[N:1]=2)[C:12](=[S:13])[NH:14][C:22](=[O:23])[CH:21]=1. The catalyst class is: 88. (5) Reactant: [C:1]([O:5][C:6]([N:8]1[CH2:12][C@H:11]([F:13])[CH2:10][C@H:9]1[C:14]([OH:16])=O)=[O:7])([CH3:4])([CH3:3])[CH3:2].[Cl:17][C:18]1[CH:23]=[C:22]([CH2:24][NH2:25])[CH:21]=[C:20]([Cl:26])[N:19]=1.C(N(CC)C(C)C)(C)C.CN(C(ON1N=NC2C=CC=NC1=2)=[N+](C)C)C.F[P-](F)(F)(F)(F)F. Product: [Cl:17][C:18]1[CH:23]=[C:22]([CH2:24][NH:25][C:14]([C@@H:9]2[CH2:10][C@@H:11]([F:13])[CH2:12][N:8]2[C:6]([O:5][C:1]([CH3:2])([CH3:3])[CH3:4])=[O:7])=[O:16])[CH:21]=[C:20]([Cl:26])[N:19]=1. The catalyst class is: 9.